This data is from Forward reaction prediction with 1.9M reactions from USPTO patents (1976-2016). The task is: Predict the product of the given reaction. (1) Given the reactants [CH:1]1[C:6](=[O:7])[C:5]([OH:8])=[C:4]([C:9]([OH:11])=[O:10])[O:3][C:2]=1[C:12]([OH:14])=O.C1C=C[C:18]2[N:23](O)N=[N:21][C:19]=2C=1.CCN=C=NCCCN(C)C.C(N(C(C)C)C(C)C)C.C(N)CN, predict the reaction product. The product is: [NH2:21][CH2:19][CH2:18][NH:23][C:12]([C:2]1[O:3][C:4]([C:9]([OH:11])=[O:10])=[C:5]([OH:8])[C:6](=[O:7])[CH:1]=1)=[O:14]. (2) The product is: [C:1]([O:5][C:6](=[O:17])[CH2:7][O:8][C:9]1[CH:14]=[CH:13][C:12]([Cl:15])=[CH:11][C:10]=1[C:26]1[CH:25]=[CH:24][CH:23]=[C:22]2[C:27]=1[N:18]=[CH:19][CH:20]=[CH:21]2)([CH3:4])([CH3:3])[CH3:2]. Given the reactants [C:1]([O:5][C:6](=[O:17])[CH2:7][O:8][C:9]1[CH:14]=[CH:13][C:12]([Cl:15])=[CH:11][C:10]=1Br)([CH3:4])([CH3:3])[CH3:2].[N:18]1[C:27]2[C:22](=[CH:23][CH:24]=[CH:25][C:26]=2B(O)O)[CH:21]=[CH:20][CH:19]=1, predict the reaction product. (3) The product is: [Si:25]([O:32][CH2:33][C@@H:34]([O:24][C:3]1[C:2]([F:1])=[CH:20][C:19]([N+:21]([O-:23])=[O:22])=[CH:18][C:4]=1[CH2:5][N:6]([CH3:17])[C:7](=[O:16])[O:8][CH2:9][C:10]1[CH:11]=[CH:12][CH:13]=[CH:14][CH:15]=1)[CH3:35])([C:28]([CH3:29])([CH3:30])[CH3:31])([CH3:27])[CH3:26]. Given the reactants [F:1][C:2]1[C:3]([OH:24])=[C:4]([CH:18]=[C:19]([N+:21]([O-:23])=[O:22])[CH:20]=1)[CH2:5][N:6]([CH3:17])[C:7](=[O:16])[O:8][CH2:9][C:10]1[CH:15]=[CH:14][CH:13]=[CH:12][CH:11]=1.[Si:25]([O:32][CH2:33][C@H:34](O)[CH3:35])([C:28]([CH3:31])([CH3:30])[CH3:29])([CH3:27])[CH3:26].C1(P(C2C=CC=CC=2)C2C=CC=CC=2)C=CC=CC=1.CC(OC(/N=N/C(OC(C)C)=O)=O)C, predict the reaction product. (4) Given the reactants [F:1][C:2]1[CH:3]=[C:4]([NH:19][C:20](=[O:22])[CH3:21])[CH:5]=[C:6]([F:18])[C:7]=1[O:8][C:9]1[CH:14]=[CH:13][N:12]=[C:11]2[NH:15][CH:16]=[CH:17][C:10]=12.[Br:23]Br, predict the reaction product. The product is: [Br:23][C:17]1[C:10]2[C:11](=[N:12][CH:13]=[CH:14][C:9]=2[O:8][C:7]2[C:6]([F:18])=[CH:5][C:4]([NH:19][C:20](=[O:22])[CH3:21])=[CH:3][C:2]=2[F:1])[NH:15][CH:16]=1. (5) The product is: [CH3:1][O:2][C:3](=[O:33])[CH2:4][C:6]1[C:14]2[C:9](=[CH:10][CH:11]=[CH:12][CH:13]=2)[NH:8][C:7]=1[C:15]1[CH:20]=[CH:19][C:18]([CH2:21][CH3:22])=[C:17]([S:23](=[O:31])(=[O:32])[NH:24][CH:25]2[CH2:30][CH2:29][CH2:28][CH2:27][CH2:26]2)[CH:16]=1. Given the reactants [CH3:1][O:2][C:3](=[O:33])[C:4]([C:6]1[C:14]2[C:9](=[CH:10][CH:11]=[CH:12][CH:13]=2)[NH:8][C:7]=1[C:15]1[CH:20]=[CH:19][C:18]([CH2:21][CH3:22])=[C:17]([S:23](=[O:32])(=[O:31])[NH:24][CH:25]2[CH2:30][CH2:29][CH2:28][CH2:27][CH2:26]2)[CH:16]=1)=O.C([SiH](CC)CC)C, predict the reaction product. (6) Given the reactants BrC[C:3]1[CH:4]=[C:5]2[C:10](=[CH:11][CH:12]=1)[N:9](C)[C:8](=O)[CH:7]=[CH:6]2.[H][H], predict the reaction product. The product is: [NH:9]1[C:10]2[C:5](=[CH:4][CH:3]=[CH:12][CH:11]=2)[CH2:6][CH2:7][CH2:8]1.